This data is from TCR-epitope binding with 47,182 pairs between 192 epitopes and 23,139 TCRs. The task is: Binary Classification. Given a T-cell receptor sequence (or CDR3 region) and an epitope sequence, predict whether binding occurs between them. (1) The epitope is TVYDPLQPELDSFK. The TCR CDR3 sequence is CASNILGQAIDTQYF. Result: 0 (the TCR does not bind to the epitope). (2) The epitope is FTISVTTEIL. The TCR CDR3 sequence is CASSYTDTAFYEQYF. Result: 0 (the TCR does not bind to the epitope).